Task: Binary Classification. Given a drug SMILES string, predict its activity (active/inactive) in a high-throughput screening assay against a specified biological target.. Dataset: Tyrosyl-DNA phosphodiesterase HTS with 341,365 compounds (1) The result is 0 (inactive). The molecule is Clc1c(C(=O)N(N2C(=O)C3C(C4CC3C=C4)C2=O)CC(=O)c2sccc2)cccc1. (2) The result is 0 (inactive). The drug is Fc1cc(NC(=O)Cn2c(=O)c3c(cc2)c(OC)ccc3)ccc1. (3) The drug is O=C(N1CCCC1)C1CCN(C2CCN(CC2)Cc2cc3OCOc3c(OC)c2)CC1. The result is 0 (inactive).